From a dataset of NCI-60 drug combinations with 297,098 pairs across 59 cell lines. Regression. Given two drug SMILES strings and cell line genomic features, predict the synergy score measuring deviation from expected non-interaction effect. Drug 1: CCN(CC)CCNC(=O)C1=C(NC(=C1C)C=C2C3=C(C=CC(=C3)F)NC2=O)C. Drug 2: N.N.Cl[Pt+2]Cl. Cell line: SW-620. Synergy scores: CSS=34.8, Synergy_ZIP=-9.38, Synergy_Bliss=-3.41, Synergy_Loewe=-1.44, Synergy_HSA=0.511.